Dataset: Catalyst prediction with 721,799 reactions and 888 catalyst types from USPTO. Task: Predict which catalyst facilitates the given reaction. (1) Reactant: Cl.[N:2]1([CH2:7][C@H:8]2[CH2:12][CH2:11][CH2:10][N:9]2[C:13]([C:15]2[CH:16]=[C:17]3[C:21](=[CH:22][CH:23]=2)[NH:20][C:19]([C:24]([OH:26])=O)=[CH:18]3)=[O:14])[CH2:6][CH2:5][CH2:4][CH2:3]1.F[B-](F)(F)F.N1(OC(N(C)C)=[N+](C)C)C2C=CC=CC=2N=N1.[F:49][C:50]1([F:56])[CH2:55][CH2:54][NH:53][CH2:52][CH2:51]1.C(N(CC)C(C)C)(C)C. Product: [F:49][C:50]1([F:56])[CH2:55][CH2:54][N:53]([C:24]([C:19]2[NH:20][C:21]3[C:17]([CH:18]=2)=[CH:16][C:15]([C:13]([N:9]2[CH2:10][CH2:11][CH2:12][C@@H:8]2[CH2:7][N:2]2[CH2:3][CH2:4][CH2:5][CH2:6]2)=[O:14])=[CH:23][CH:22]=3)=[O:26])[CH2:52][CH2:51]1. The catalyst class is: 9. (2) Reactant: [Cl:1][C:2]1[CH:11]=[C:10]2[C:5]([CH:6]=[C:7]([C:25]([NH:27][NH2:28])=[NH:26])[N:8]=[C:9]2[NH:12][C@H:13]2[CH2:17][CH2:16][N:15]([C:18]([O:20][C:21]([CH3:24])([CH3:23])[CH3:22])=[O:19])[CH2:14]2)=[CH:4][CH:3]=1.C1N=CN([C:34](N2C=NC=C2)=[O:35])C=1. Product: [Cl:1][C:2]1[CH:11]=[C:10]2[C:5]([CH:6]=[C:7]([C:25]3[NH:26][C:34](=[O:35])[NH:28][N:27]=3)[N:8]=[C:9]2[NH:12][C@H:13]2[CH2:17][CH2:16][N:15]([C:18]([O:20][C:21]([CH3:24])([CH3:22])[CH3:23])=[O:19])[CH2:14]2)=[CH:4][CH:3]=1. The catalyst class is: 12. (3) The catalyst class is: 5. Reactant: [B-]C#N.[Na+].[CH3:5][C:6]1([CH3:19])[C:15]2[C:10](=[CH:11][C:12]([N+:16]([O-:18])=[O:17])=[CH:13][CH:14]=2)[CH2:9][NH:8][CH2:7]1.C(O)(=O)C.[CH:24]1([CH:30]=O)[CH2:29][CH2:28][CH2:27][CH2:26][CH2:25]1.C(=O)(O)[O-].[Na+]. Product: [CH:24]1([CH2:30][N:8]2[CH2:7][C:6]([CH3:19])([CH3:5])[C:15]3[C:10](=[CH:11][C:12]([N+:16]([O-:18])=[O:17])=[CH:13][CH:14]=3)[CH2:9]2)[CH2:29][CH2:28][CH2:27][CH2:26][CH2:25]1. (4) Reactant: [CH2:1]([S:8][C:9]1[CH:10]=[CH:11][C:12]([NH:22][C:23]2[CH:28]=[C:27]([Cl:29])[C:26]([Br:30])=[CH:25][C:24]=2[O:31][CH3:32])=[C:13](/[CH:15]=[CH:16]/[C:17](OCC)=[O:18])[CH:14]=1)[C:2]1[CH:7]=[CH:6][CH:5]=[CH:4][CH:3]=1.C[O-].[Na+]. Product: [CH2:1]([S:8][C:9]1[CH:14]=[C:13]2[C:12](=[CH:11][CH:10]=1)[N:22]([C:23]1[CH:28]=[C:27]([Cl:29])[C:26]([Br:30])=[CH:25][C:24]=1[O:31][CH3:32])[C:17](=[O:18])[CH:16]=[CH:15]2)[C:2]1[CH:3]=[CH:4][CH:5]=[CH:6][CH:7]=1. The catalyst class is: 5. (5) Reactant: [Br:1][C:2]1[CH:7]=[CH:6][C:5](/[CH:8]=[N:9]/[OH:10])=[CH:4][C:3]=1[C:11]([F:14])([F:13])[F:12].ClCCl.[Cl:18][C:19]1[CH:24]=[C:23]([C:25]([C:27]([F:30])([F:29])[F:28])=[CH2:26])[CH:22]=[C:21]([C:31]([F:34])([F:33])[F:32])[CH:20]=1.[O-]Cl.[Na+]. Product: [Br:1][C:2]1[CH:7]=[CH:6][C:5]([C:8]2[CH2:26][C:25]([C:23]3[CH:22]=[C:21]([C:31]([F:32])([F:33])[F:34])[CH:20]=[C:19]([Cl:18])[CH:24]=3)([C:27]([F:30])([F:29])[F:28])[O:10][N:9]=2)=[CH:4][C:3]=1[C:11]([F:12])([F:13])[F:14]. The catalyst class is: 6.